From a dataset of Catalyst prediction with 721,799 reactions and 888 catalyst types from USPTO. Predict which catalyst facilitates the given reaction. Reactant: [C:1]([O:4][C@H:5]([C@H:8]1[O:12][C@@H:11]([N:13]2[C:17]3[N:18]=[C:19]([NH2:23])[NH:20][C:21](=[O:22])[C:16]=3[S:15][C:14]2=[O:24])[C@@H:10](CC([O-])=O)[CH2:9]1)[CH2:6][CH3:7])(=[O:3])[CH3:2].C([O-])([O-])=[O:30].[K+].[K+].CC(O)=O. Product: [NH2:23][C:19]1[NH:20][C:21](=[O:22])[C:16]2[S:15][C:14](=[O:24])[N:13]([C@@H:11]3[O:12][C@H:8]([C@@H:5]([O:4][C:1](=[O:3])[CH3:2])[CH2:6][CH3:7])[CH2:9][C@H:10]3[OH:30])[C:17]=2[N:18]=1. The catalyst class is: 5.